From a dataset of CYP2D6 inhibition data for predicting drug metabolism from PubChem BioAssay. Regression/Classification. Given a drug SMILES string, predict its absorption, distribution, metabolism, or excretion properties. Task type varies by dataset: regression for continuous measurements (e.g., permeability, clearance, half-life) or binary classification for categorical outcomes (e.g., BBB penetration, CYP inhibition). Dataset: cyp2d6_veith. (1) The compound is C=CC[NH+]1/C(=C\CO)[C@H]2C[C@@H]3[C@@H]1CC[C@]31c3ccccc3N3/C=C4/[C@@H]5C[C@H]6[C@H](CC[C@@]67c6ccccc6N(/C=C/2[C@H]31)[C@@H]47)[NH+](CC=C)/C5=C\CO. The result is 0 (non-inhibitor). (2) The drug is Cc1ccccc1-c1cc(-n2ccnc2)ncn1. The result is 1 (inhibitor). (3) The compound is COCCNc1nc(-c2ccccc2CN(C)C)nc2ccccc12. The result is 1 (inhibitor). (4) The compound is CN1CCN(c2ccc3nc(-c4ccc5nc(-c6ccc(O)cc6)[nH]c5c4)[nH]c3c2)CC1. The result is 0 (non-inhibitor).